This data is from HIV replication inhibition screening data with 41,000+ compounds from the AIDS Antiviral Screen. The task is: Binary Classification. Given a drug SMILES string, predict its activity (active/inactive) in a high-throughput screening assay against a specified biological target. (1) The compound is Cc1cn(Cc2ccccc2CCO)c(=O)[nH]c1=O. The result is 0 (inactive). (2) The drug is O=c1c2cc(S(=O)(=O)Nc3c(Cl)cccc3Cl)ccc2ncn1NS(=O)(=O)c1ccc2ccccc2c1. The result is 0 (inactive). (3) The drug is COC12OCCN(CCO)C1=CC(=O)C1(C)N=NC(C)C12. The result is 0 (inactive). (4) The compound is O=S(=O)(O)c1ccc(Nc2ccnc3cc(Cl)ccc23)cc1. The result is 0 (inactive). (5) The molecule is CC[N+]1(C)CCC(O)(c2ccc(OC)cc2)C(C(=O)c2ccc(OC)cc2)C1.[Br-]. The result is 0 (inactive).